This data is from Catalyst prediction with 721,799 reactions and 888 catalyst types from USPTO. The task is: Predict which catalyst facilitates the given reaction. (1) Reactant: Br[C:2]1[C:7]([N:8]([CH2:22][O:23][CH3:24])[S:9]([C:12]2[CH:17]=[CH:16][CH:15]=[C:14]([C:18]([F:21])([F:20])[F:19])[CH:13]=2)(=[O:11])=[O:10])=[CH:6][C:5]([Cl:25])=[CH:4][N:3]=1.C([Mg]Cl)(C)C.[F:31][C:32]1[CH:39]=[CH:38][CH:37]=[C:36]([O:40][CH3:41])[C:33]=1[CH:34]=[O:35]. Product: [Cl:25][C:5]1[CH:6]=[C:7]([N:8]([CH2:22][O:23][CH3:24])[S:9]([C:12]2[CH:17]=[CH:16][CH:15]=[C:14]([C:18]([F:21])([F:20])[F:19])[CH:13]=2)(=[O:11])=[O:10])[C:2]([CH:34]([C:33]2[C:36]([O:40][CH3:41])=[CH:37][CH:38]=[CH:39][C:32]=2[F:31])[OH:35])=[N:3][CH:4]=1. The catalyst class is: 1. (2) Reactant: Cl[CH:2]([CH3:17])[C:3]([C:5]1[C:6]([CH:14]([CH3:16])[CH3:15])=[N:7][N:8]2[CH:13]=[CH:12][CH:11]=[CH:10][C:9]=12)=[O:4].[C:18]([O-:21])(=[O:20])[CH3:19].[K+].C(OCC)(=O)C.O. Product: [C:18]([O:21][CH:2]([CH3:17])[C:3]([C:5]1[C:6]([CH:14]([CH3:16])[CH3:15])=[N:7][N:8]2[CH:13]=[CH:12][CH:11]=[CH:10][C:9]=12)=[O:4])(=[O:20])[CH3:19]. The catalyst class is: 3. (3) Reactant: [Cl:1][C:2]1[CH:3]=[C:4]2[C:8](=[CH:9][CH:10]=1)[NH:7][C:6]([CH3:11])=[CH:5]2.C([BH3-])#N.[Na+]. Product: [Cl:1][C:2]1[CH:3]=[C:4]2[C:8](=[CH:9][CH:10]=1)[NH:7][CH:6]([CH3:11])[CH2:5]2. The catalyst class is: 342. (4) Reactant: [CH3:1][C@:2]12[C@@:19]3([CH3:20])[C@@H:10]([C@:11]4([CH3:33])[C@@H:16]([CH2:17][CH2:18]3)[C:15]([CH3:22])([CH3:21])[C:14]([C:23]3[CH:32]=[CH:31][C:26]([C:27]([O:29][CH3:30])=[O:28])=[CH:25][CH:24]=3)=[CH:13][CH2:12]4)[CH2:9][CH2:8][C@@H:7]1[C@H:6]1[C@H:34]([C:37]([CH3:39])=[CH2:38])[CH2:35][CH2:36][C@:5]1([NH:40][CH2:41][CH2:42][N:43]1[CH2:48][CH2:47][NH:46][CH2:45][CH2:44]1)[CH2:4][CH2:3]2.C(N(C(C)C)C(C)C)C.[CH3:58][N:59]([CH3:65])[C:60](=[O:64])[C:61](O)=[O:62]. Product: [CH3:58][N:59]([CH3:65])[C:60](=[O:64])[C:61]([N:46]1[CH2:45][CH2:44][N:43]([CH2:42][CH2:41][NH:40][C@:5]23[CH2:36][CH2:35][C@@H:34]([C:37]([CH3:39])=[CH2:38])[C@@H:6]2[C@@H:7]2[C@@:2]([CH3:1])([CH2:3][CH2:4]3)[C@@:19]3([CH3:20])[C@@H:10]([C@:11]4([CH3:33])[C@@H:16]([CH2:17][CH2:18]3)[C:15]([CH3:21])([CH3:22])[C:14]([C:23]3[CH:32]=[CH:31][C:26]([C:27]([O:29][CH3:30])=[O:28])=[CH:25][CH:24]=3)=[CH:13][CH2:12]4)[CH2:9][CH2:8]2)[CH2:48][CH2:47]1)=[O:62]. The catalyst class is: 46. (5) Reactant: C(OC([CH2:8][NH:9][C:10]1[CH:11]=[C:12]([C:16]2[N:21]=[CH:20][C:19]([CH2:22][CH:23]([O:29][CH2:30][CH3:31])[C:24]([O:26][CH2:27][CH3:28])=[O:25])=[CH:18][CH:17]=2)[CH:13]=[CH:14][CH:15]=1)=O)(C)(C)C.ClCCl.FC(F)(F)C(O)=O. Product: [CH2:30]([O:29][CH:23]([CH2:22][C:19]1[CH:20]=[N:21][C:16]([C:12]2[CH:13]=[CH:14][CH:15]=[C:10]([NH:9][CH3:8])[CH:11]=2)=[CH:17][CH:18]=1)[C:24]([O:26][CH2:27][CH3:28])=[O:25])[CH3:31]. The catalyst class is: 6. (6) Reactant: [C:1]([C:3]1[NH:4][C:5]2[C:10]([CH:11]=1)=[CH:9][CH:8]=[CH:7][C:6]=2[NH:12][S:13]([C:16]1[S:17][CH:18]=[CH:19][CH:20]=1)(=[O:15])=[O:14])#[N:2].Cl.ON.C([N:26]([CH2:29]C)CC)C.[O:31]1CCCC1. Product: [O:31]1[CH:29]=[N:26][C:1]([C:3]2[NH:4][C:5]3[C:10]([CH:11]=2)=[CH:9][CH:8]=[CH:7][C:6]=3[NH:12][S:13]([C:16]2[S:17][CH:18]=[CH:19][CH:20]=2)(=[O:14])=[O:15])=[N:2]1. The catalyst class is: 72. (7) Reactant: Cl.[Br:2][C:3]1[C:4]([C:9]2([CH2:21][NH2:22])[CH2:14][CH2:13][N:12]([S:15]([CH2:18][CH2:19][CH3:20])(=[O:17])=[O:16])[CH2:11][CH2:10]2)=[N:5][CH:6]=[CH:7][CH:8]=1.C(N(CC)C(C)C)(C)C.[Cl:32][C:33]1[CH:41]=[C:40]([Cl:42])[CH:39]=[CH:38][C:34]=1[C:35](Cl)=[O:36].C(=O)([O-])[O-].[Na+].[Na+]. Product: [Br:2][C:3]1[C:4]([C:9]2([CH2:21][NH:22][C:35](=[O:36])[C:34]3[CH:38]=[CH:39][C:40]([Cl:42])=[CH:41][C:33]=3[Cl:32])[CH2:14][CH2:13][N:12]([S:15]([CH2:18][CH2:19][CH3:20])(=[O:16])=[O:17])[CH2:11][CH2:10]2)=[N:5][CH:6]=[CH:7][CH:8]=1. The catalyst class is: 4. (8) Reactant: [CH2:1]([O:8][C@H:9]1[CH2:13][N:12]([CH:14]2[CH2:19][CH2:18][N:17]([C:20]([O:22][C:23]([CH3:26])([CH3:25])[CH3:24])=[O:21])[CH2:16][CH2:15]2)[C:11](=[O:27])[C@H:10]1[O:28][C:29]1[CH:34]=[CH:33][C:32](Br)=[CH:31][C:30]=1[F:36])[C:2]1[CH:7]=[CH:6][CH:5]=[CH:4][CH:3]=1.[CH3:37][S:38]([O-:40])=[O:39].[Na+].[C@@H]1(N)CCCC[C@H]1N. Product: [CH2:1]([O:8][C@H:9]1[CH2:13][N:12]([CH:14]2[CH2:19][CH2:18][N:17]([C:20]([O:22][C:23]([CH3:26])([CH3:25])[CH3:24])=[O:21])[CH2:16][CH2:15]2)[C:11](=[O:27])[C@H:10]1[O:28][C:29]1[CH:34]=[CH:33][C:32]([S:38]([CH3:37])(=[O:40])=[O:39])=[CH:31][C:30]=1[F:36])[C:2]1[CH:7]=[CH:6][CH:5]=[CH:4][CH:3]=1. The catalyst class is: 16. (9) Product: [CH2:1]([O:8][C:9]1[CH:10]=[C:11]2[C:12](=[CH:13][C:14]=1[O:15][CH3:16])[CH:20](/[CH:21]=[CH:22]/[C:23]1[CH:28]=[C:27]([O:29][CH3:30])[C:26]([O:31][CH3:32])=[C:25]([O:33][CH3:34])[CH:24]=1)[NH:19][CH2:18][CH2:17]2)[C:2]1[CH:7]=[CH:6][CH:5]=[CH:4][CH:3]=1. The catalyst class is: 10. Reactant: [CH2:1]([O:8][C:9]1[CH:10]=[C:11]([CH2:17][CH2:18][NH:19][C:20](=O)/[CH:21]=[CH:22]/[C:23]2[CH:28]=[C:27]([O:29][CH3:30])[C:26]([O:31][CH3:32])=[C:25]([O:33][CH3:34])[CH:24]=2)[CH:12]=[CH:13][C:14]=1[O:15][CH3:16])[C:2]1[CH:7]=[CH:6][CH:5]=[CH:4][CH:3]=1.O=P(Cl)(Cl)Cl.[BH4-].[Na+].